From a dataset of CYP2C19 inhibition data for predicting drug metabolism from PubChem BioAssay. Regression/Classification. Given a drug SMILES string, predict its absorption, distribution, metabolism, or excretion properties. Task type varies by dataset: regression for continuous measurements (e.g., permeability, clearance, half-life) or binary classification for categorical outcomes (e.g., BBB penetration, CYP inhibition). Dataset: cyp2c19_veith. The compound is CC(O)(CS(=O)(=O)c1ccccc1)C(=O)Nc1cccc(C(F)(F)F)c1. The result is 1 (inhibitor).